This data is from Full USPTO retrosynthesis dataset with 1.9M reactions from patents (1976-2016). The task is: Predict the reactants needed to synthesize the given product. (1) Given the product [C:22]([C:2]1[N:7]=[CH:6][C:5]([C:8]2([OH:21])[CH2:13][CH2:12][N:11]([C:14]([O:16][C:17]([CH3:20])([CH3:19])[CH3:18])=[O:15])[CH2:10][CH2:9]2)=[CH:4][CH:3]=1)#[N:23], predict the reactants needed to synthesize it. The reactants are: Br[C:2]1[N:7]=[CH:6][C:5]([C:8]2([OH:21])[CH2:13][CH2:12][N:11]([C:14]([O:16][C:17]([CH3:20])([CH3:19])[CH3:18])=[O:15])[CH2:10][CH2:9]2)=[CH:4][CH:3]=1.[CH3:22][N:23](C=O)C. (2) Given the product [Cl:1][C:2]1[CH:32]=[CH:31][C:5]([CH2:6][NH:7][C:8]([C:10]2[C:11](=[O:30])[C:12]3[CH:19]=[C:18]([CH2:20][CH2:21][CH:22]([OH:29])[C:23]4[CH:24]=[CH:25][CH:26]=[CH:27][CH:28]=4)[O:17][C:13]=3[N:14]([CH3:16])[CH:15]=2)=[O:9])=[CH:4][CH:3]=1, predict the reactants needed to synthesize it. The reactants are: [Cl:1][C:2]1[CH:32]=[CH:31][C:5]([CH2:6][NH:7][C:8]([C:10]2[C:11](=[O:30])[C:12]3[CH:19]=[C:18]([C:20]#[C:21][CH:22]([OH:29])[C:23]4[CH:28]=[CH:27][CH:26]=[CH:25][CH:24]=4)[O:17][C:13]=3[N:14]([CH3:16])[CH:15]=2)=[O:9])=[CH:4][CH:3]=1. (3) Given the product [Cl:13][C:4]1[N:3]=[C:2]([NH:3][C:2]2[CH:7]=[CH:6][C:11]([N:10]3[CH2:18][CH2:17][N:16]4[CH2:14][CH2:15][CH2:22][CH:20]4[CH2:21]3)=[CH:28][C:27]=2[O:26][CH3:25])[C:7]2[C:8](=[O:12])[NH:9][N:10]=[CH:11][C:6]=2[CH:5]=1, predict the reactants needed to synthesize it. The reactants are: Cl[C:2]1[C:7]2[C:8](=[O:12])[NH:9][N:10]=[CH:11][C:6]=2[CH:5]=[C:4]([Cl:13])[N:3]=1.[CH2:14]([N:16]([CH:20]([CH3:22])[CH3:21])[CH:17](C)[CH3:18])[CH3:15].O1[CH2:28][CH2:27][O:26][CH2:25]C1. (4) Given the product [CH:1]1[C:2]2[N:3]([C:7]([CH:10]=[O:11])=[CH:8][CH:9]=2)[CH:4]=[CH:5][N:6]=1, predict the reactants needed to synthesize it. The reactants are: [CH:1]1[C:2]2[N:3]([C:7]([CH2:10][OH:11])=[CH:8][CH:9]=2)[CH:4]=[CH:5][N:6]=1. (5) Given the product [Br:8][C:6]1[CH:7]=[C:2]([NH:1][S:18]([C:12]2[CH:13]=[CH:14][C:15]([F:17])=[CH:16][C:11]=2[F:10])(=[O:20])=[O:19])[CH:3]=[C:4]([OH:9])[CH:5]=1, predict the reactants needed to synthesize it. The reactants are: [NH2:1][C:2]1[CH:3]=[C:4]([OH:9])[CH:5]=[C:6]([Br:8])[CH:7]=1.[F:10][C:11]1[CH:16]=[C:15]([F:17])[CH:14]=[CH:13][C:12]=1[S:18](Cl)(=[O:20])=[O:19]. (6) Given the product [CH3:1][C:2]1[N:3]([CH2:14][C:15]2[CH:16]=[CH:17][C:18]([C:19]([O:21][CH3:22])=[O:20])=[CH:23][CH:24]=2)[C:4]2[CH2:5][CH2:6][CH:7]([CH2:13][N:25]3[CH2:30][CH2:29][O:28][CH2:27][CH2:26]3)[C:8](=[O:12])[C:9]=2[C:10]=1[CH3:11], predict the reactants needed to synthesize it. The reactants are: [CH3:1][C:2]1[N:3]([CH2:14][C:15]2[CH:24]=[CH:23][C:18]([C:19]([O:21][CH3:22])=[O:20])=[CH:17][CH:16]=2)[C:4]2[CH2:5][CH2:6][C:7](=[CH2:13])[C:8](=[O:12])[C:9]=2[C:10]=1[CH3:11].[NH:25]1[CH2:30][CH2:29][O:28][CH2:27][CH2:26]1. (7) Given the product [ClH:18].[NH:1]1[CH2:2][CH2:3][CH:4]([CH:7]2[CH2:16][C:15]3[C:10](=[CH:11][CH:12]=[CH:13][CH:14]=3)[NH:9][C:8]2=[O:17])[CH2:5][CH2:6]1, predict the reactants needed to synthesize it. The reactants are: [N:1]1[CH:6]=[CH:5][C:4]([C:7]2[C:8](=[O:17])[NH:9][C:10]3[C:15]([CH:16]=2)=[CH:14][CH:13]=[CH:12][CH:11]=3)=[CH:3][CH:2]=1.[ClH:18]. (8) Given the product [NH2:20][C:21]1[C:26]([C:27]#[N:28])=[C:25]([O:19][CH:17]([C:8]2[CH:9]=[N:10][C:11]3[C:16]([C:7]=2[C:2]2[CH:3]=[CH:4][CH:5]=[CH:6][N:1]=2)=[CH:15][CH:14]=[CH:13][CH:12]=3)[CH3:18])[N:24]=[CH:23][N:22]=1, predict the reactants needed to synthesize it. The reactants are: [N:1]1[CH:6]=[CH:5][CH:4]=[CH:3][C:2]=1[C:7]1[C:16]2[C:11](=[CH:12][CH:13]=[CH:14][CH:15]=2)[N:10]=[CH:9][C:8]=1[CH:17]([OH:19])[CH3:18].[NH2:20][C:21]1[C:26]([C:27]#[N:28])=[C:25](Cl)[N:24]=[CH:23][N:22]=1.[H-].[Na+].[NH4+].[Cl-].